Predict the reactants needed to synthesize the given product. From a dataset of Full USPTO retrosynthesis dataset with 1.9M reactions from patents (1976-2016). (1) Given the product [F:1][C:2]([C:5]1[CH:10]=[C:9]([F:11])[CH:8]=[CH:7][C:6]=1[C:12]1[S:16][C:15]2[CH:17]=[C:18]([OH:21])[CH:19]=[CH:20][C:14]=2[C:13]=1[O:22][C:23]1[CH:28]=[CH:27][C:26](/[CH:29]=[CH:30]/[C:31]([OH:33])=[O:32])=[CH:25][CH:24]=1)([F:4])[CH3:3], predict the reactants needed to synthesize it. The reactants are: [F:1][C:2]([C:5]1[CH:10]=[C:9]([F:11])[CH:8]=[CH:7][C:6]=1[C:12]1[S:16][C:15]2[CH:17]=[C:18]([OH:21])[CH:19]=[CH:20][C:14]=2[C:13]=1[O:22][C:23]1[CH:28]=[CH:27][C:26](/[CH:29]=[CH:30]/[C:31]([O:33]C)=[O:32])=[CH:25][CH:24]=1)([F:4])[CH3:3]. (2) Given the product [C:5]1([CH:1]([CH3:3])[CH3:2])[CH:10]=[CH:9][CH:8]=[CH:7][CH:6]=1, predict the reactants needed to synthesize it. The reactants are: [CH:1](O)([CH3:3])[CH3:2].[CH:5]1[CH:10]=[CH:9][CH:8]=[CH:7][CH:6]=1. (3) Given the product [C:22]([O:26][C:27]([N:15]([CH:16]1[CH2:17][CH2:18][CH2:19][CH2:20][CH2:21]1)[C:8](=[N:7][CH:1]1[CH2:2][CH2:3][CH2:4][CH2:5][CH2:6]1)[O:9][N:10]=[C:11]([CH2:13][CH3:14])[CH3:12])=[O:28])([CH3:25])([CH3:24])[CH3:23], predict the reactants needed to synthesize it. The reactants are: [CH:1]1([NH:7][C:8](=[N:15][CH:16]2[CH2:21][CH2:20][CH2:19][CH2:18][CH2:17]2)[O:9][N:10]=[C:11]([CH2:13][CH3:14])[CH3:12])[CH2:6][CH2:5][CH2:4][CH2:3][CH2:2]1.[C:22]([O:26][C:27](O[C:27]([O:26][C:22]([CH3:25])([CH3:24])[CH3:23])=[O:28])=[O:28])([CH3:25])([CH3:24])[CH3:23]. (4) Given the product [OH:1][C:2]1([C:9]2[CH:18]=[CH:17][C:12]([C:13]([NH:15][CH3:16])=[O:14])=[CH:11][N:10]=2)[CH2:7][CH2:6][CH:5]([NH:19][C@H:20]2[CH2:24][CH2:23][N:22]([C:25](=[O:40])[CH2:26][NH:27][C:28](=[O:39])[C:29]3[CH:34]=[CH:33][CH:32]=[C:31]([C:35]([F:37])([F:38])[F:36])[CH:30]=3)[CH2:21]2)[CH2:4][CH2:3]1, predict the reactants needed to synthesize it. The reactants are: [OH:1][C:2]1([C:9]2[CH:18]=[CH:17][C:12]([C:13]([NH:15][CH3:16])=[O:14])=[CH:11][N:10]=2)[CH2:7][CH2:6][C:5](=O)[CH2:4][CH2:3]1.[NH2:19][C@H:20]1[CH2:24][CH2:23][N:22]([C:25](=[O:40])[CH2:26][NH:27][C:28](=[O:39])[C:29]2[CH:34]=[CH:33][CH:32]=[C:31]([C:35]([F:38])([F:37])[F:36])[CH:30]=2)[CH2:21]1.[Na].C(O[BH-](OC(=O)C)OC(=O)C)(=O)C. (5) Given the product [CH2:36]([Sn:18]([CH2:14][CH2:15][CH2:16][CH3:17])([CH2:32][CH2:33][CH2:34][CH3:35])[C:2]1[CH:7]=[C:6]([O:8][CH3:9])[C:5]([O:10][CH3:11])=[C:4]([O:12][CH3:13])[CH:3]=1)[CH2:37][CH2:38][CH3:39], predict the reactants needed to synthesize it. The reactants are: Br[C:2]1[CH:7]=[C:6]([O:8][CH3:9])[C:5]([O:10][CH3:11])=[C:4]([O:12][CH3:13])[CH:3]=1.[CH2:14]([Sn:18]([CH2:36][CH2:37][CH2:38][CH3:39])([CH2:32][CH2:33][CH2:34][CH3:35])[Sn:18]([CH2:32][CH2:33][CH2:34][CH3:35])([CH2:36][CH2:37][CH2:38][CH3:39])[CH2:14][CH2:15][CH2:16][CH3:17])[CH2:15][CH2:16][CH3:17]. (6) Given the product [Cl:18][CH2:19][CH2:20][C:21]([C:8]1[CH:9]=[C:10]2[C:5](=[CH:6][CH:7]=1)[NH:4][C:3](=[O:12])[C:2]([CH3:13])([CH3:1])[CH2:11]2)=[O:22], predict the reactants needed to synthesize it. The reactants are: [CH3:1][C:2]1([CH3:13])[CH2:11][C:10]2[C:5](=[CH:6][CH:7]=[CH:8][CH:9]=2)[NH:4][C:3]1=[O:12].[Cl-].[Al+3].[Cl-].[Cl-].[Cl:18][CH2:19][CH2:20][C:21](Cl)=[O:22].